This data is from Forward reaction prediction with 1.9M reactions from USPTO patents (1976-2016). The task is: Predict the product of the given reaction. (1) Given the reactants [O:1]=[C:2]([C:6]1[S:7][CH:8]=[CH:9][CH:10]=1)[C:3](Cl)=[O:4].[CH3:11][N:12]1[CH2:17][CH2:16][CH2:15][C@@H:14]([OH:18])[CH2:13]1, predict the reaction product. The product is: [CH3:11][N:12]1[CH2:17][CH2:16][CH2:15][C@@H:14]([O:18][C:3](=[O:4])[C:2](=[O:1])[C:6]2[S:7][CH:8]=[CH:9][CH:10]=2)[CH2:13]1. (2) Given the reactants [CH3:1][C:2]1[CH:7]=[CH:6][N:5]2[CH:8]=[C:9]([CH2:11][C@@H:12]3[CH2:17][CH2:16][CH2:15][CH2:14][N:13]3C(OC(C)(C)C)=O)[N:10]=[C:4]2[C:3]=1[CH3:25].C(O)(C(F)(F)F)=O, predict the reaction product. The product is: [CH3:1][C:2]1[CH:7]=[CH:6][N:5]2[CH:8]=[C:9]([CH2:11][C@@H:12]3[CH2:17][CH2:16][CH2:15][CH2:14][NH:13]3)[N:10]=[C:4]2[C:3]=1[CH3:25]. (3) Given the reactants Cl.[NH2:2][C@H:3]([CH:8]([CH3:10])[CH3:9])[C:4]([O:6][CH3:7])=[O:5].[C:11](=[O:14])(O)[O-:12].[Na+], predict the reaction product. The product is: [C:8]([O:12][C:11]([NH:2][C@H:3]([CH:8]([CH3:10])[CH3:9])[C:4]([O:6][CH3:7])=[O:5])=[O:14])([CH3:10])([CH3:9])[CH3:3]. (4) Given the reactants C(N(CCCC)C(C1N=C(C2C=CC(C(OC)=O)=CC=2C(O)=O)N(CCC2C=CC=CC=2)C=1)=O)CCC.[CH2:38]([N:42]([CH2:78][CH2:79][CH2:80][CH3:81])[C:43]([C:45]1[N:46]=[C:47]([C:58]2[CH:67]=[CH:66][C:61]([C:62]([O:64][CH3:65])=[O:63])=[CH:60][C:59]=2[C:68]([O:70]CC2C=CC=CC=2)=[O:69])[N:48]([CH2:50][CH2:51][N:52]2[CH2:57][CH2:56][O:55][CH2:54][CH2:53]2)[CH:49]=1)=[O:44])[CH2:39][CH2:40][CH3:41], predict the reaction product. The product is: [CH2:38]([N:42]([CH2:78][CH2:79][CH2:80][CH3:81])[C:43]([C:45]1[N:46]=[C:47]([C:58]2[CH:67]=[CH:66][C:61]([C:62]([O:64][CH3:65])=[O:63])=[CH:60][C:59]=2[C:68]([OH:70])=[O:69])[N:48]([CH2:50][CH2:51][N:52]2[CH2:53][CH2:54][O:55][CH2:56][CH2:57]2)[CH:49]=1)=[O:44])[CH2:39][CH2:40][CH3:41]. (5) Given the reactants [O:1]=[C:2]1[C:10]2[C:5](=[CH:6][CH:7]=[CH:8][CH:9]=2)[C:4](=[O:11])[N:3]1[CH2:12][C:13](=O)[C:14]([O:16]CC)=O.[CH3:20]/[C:21](/[NH2:24])=[N:22]/[NH2:23].Cl, predict the reaction product. The product is: [CH3:20][C:21]1[NH:24][C:14](=[O:16])[C:13]([CH2:12][N:3]2[C:4](=[O:11])[C:5]3[C:10](=[CH:9][CH:8]=[CH:7][CH:6]=3)[C:2]2=[O:1])=[N:23][N:22]=1. (6) Given the reactants [CH2:1]([N:3]([CH2:27][CH3:28])[CH2:4][CH2:5][CH2:6][N:7]([CH3:26])[C:8]([NH:10][C:11]1[CH:16]=[C:15]([O:17][C:18]2[CH:23]=[CH:22][C:21]([NH2:24])=[CH:20][C:19]=2[F:25])[CH:14]=[CH:13][N:12]=1)=[O:9])[CH3:2].[C:29]1([CH2:35][C:36]([N:38]=[C:39]=[O:40])=[O:37])[CH:34]=[CH:33][CH:32]=[CH:31][CH:30]=1.C(OCC)C.CCCCCC, predict the reaction product. The product is: [CH2:27]([N:3]([CH2:1][CH3:2])[CH2:4][CH2:5][CH2:6][N:7]([CH3:26])[C:8]([NH:10][C:11]1[CH:16]=[C:15]([O:17][C:18]2[CH:23]=[CH:22][C:21]([NH:24][C:39]([NH:38][C:36](=[O:37])[CH2:35][C:29]3[CH:30]=[CH:31][CH:32]=[CH:33][CH:34]=3)=[O:40])=[CH:20][C:19]=2[F:25])[CH:14]=[CH:13][N:12]=1)=[O:9])[CH3:28].